From a dataset of Catalyst prediction with 721,799 reactions and 888 catalyst types from USPTO. Predict which catalyst facilitates the given reaction. (1) Reactant: [C:1]([C:5]1[S:6][C:7]([C:28]([OH:30])=O)=[C:8]([CH2:10][NH:11][C:12]2[CH:17]=[CH:16][CH:15]=[C:14]([B:18]3[O:22][C:21]([CH3:24])([CH3:23])[C:20]([CH3:26])([CH3:25])[O:19]3)[C:13]=2[CH3:27])[N:9]=1)([CH3:4])([CH3:3])[CH3:2].C(N(CC)C(C)C)(C)C. Product: [C:1]([C:5]1[S:6][C:7]2[C:28](=[O:30])[N:11]([C:12]3[CH:17]=[CH:16][CH:15]=[C:14]([B:18]4[O:19][C:20]([CH3:26])([CH3:25])[C:21]([CH3:23])([CH3:24])[O:22]4)[C:13]=3[CH3:27])[CH2:10][C:8]=2[N:9]=1)([CH3:3])([CH3:2])[CH3:4]. The catalyst class is: 2. (2) Reactant: [C:1]([C:5]1[N:6]=[CH:7][C:8]2[NH:9][C:10]3[C:15]([C:16]=2[CH:17]=1)=[CH:14][CH:13]=[CH:12][CH:11]=3)(OC)=[O:2].C1COCC1.[BH4-].[Na+]. Product: [OH:2][CH2:1][C:5]1[N:6]=[CH:7][C:8]2[NH:9][C:10]3[C:15]([C:16]=2[CH:17]=1)=[CH:14][CH:13]=[CH:12][CH:11]=3. The catalyst class is: 6. (3) Reactant: C[N:2]([CH:4]=[C:5]1[CH2:11][CH2:10][CH2:9][C:8]2[CH:12]=[C:13]([N:16]3[CH2:20][C@H:19]([CH2:21][O:22][C:23]4[CH:27]=[CH:26][O:25][N:24]=4)[O:18][C:17]3=[O:28])[CH:14]=[CH:15][C:7]=2[C:6]1=[O:29])C.NOS(O)(=O)=O. Product: [O:29]1[C:6]2[C:7]3[CH:15]=[CH:14][C:13]([N:16]4[CH2:20][C@H:19]([CH2:21][O:22][C:23]5[CH:27]=[CH:26][O:25][N:24]=5)[O:18][C:17]4=[O:28])=[CH:12][C:8]=3[CH2:9][CH2:10][CH2:11][C:5]=2[CH:4]=[N:2]1. The catalyst class is: 5. (4) Reactant: [F:1][C:2]1[CH:7]=[C:6]([N+:8]([O-])=O)[C:5]([F:11])=[CH:4][C:3]=1[CH2:12][C:13]([OH:15])=[O:14].CC(O)=O. Product: [NH2:8][C:6]1[C:5]([F:11])=[CH:4][C:3]([CH2:12][C:13]([OH:15])=[O:14])=[C:2]([F:1])[CH:7]=1. The catalyst class is: 99. (5) Reactant: O=[C:2]1[C:11]2[C:6](=[CH:7][CH:8]=[CH:9][CH:10]=2)[O:5][C:4]([C:12]([OH:14])=[O:13])=[CH:3]1. Product: [O:5]1[C:6]2[C:11](=[CH:10][CH:9]=[CH:8][CH:7]=2)[CH2:2][CH2:3][CH:4]1[C:12]([OH:14])=[O:13]. The catalyst class is: 331. (6) Reactant: [CH2:1]([O:3][C:4](=[O:22])[CH2:5][CH:6]([N:10]1[C:18]2[C:13](=[CH:14][C:15]([N+:19]([O-])=O)=[CH:16][CH:17]=2)[CH:12]=[CH:11]1)[CH2:7][CH2:8][CH3:9])[CH3:2].[H][H]. Product: [CH2:1]([O:3][C:4](=[O:22])[CH2:5][CH:6]([N:10]1[C:18]2[C:13](=[CH:14][C:15]([NH2:19])=[CH:16][CH:17]=2)[CH:12]=[CH:11]1)[CH2:7][CH2:8][CH3:9])[CH3:2]. The catalyst class is: 63. (7) Reactant: [CH3:1][O:2][CH2:3][N:4]1[C:9]2[CH:10]=[C:11]([CH2:14]/[CH:15]=[CH:16]/[C:17](OCC)=[O:18])[CH:12]=[CH:13][C:8]=2[S:7][C:6]2[N:22]=[CH:23][CH:24]=[N:25][C:5]1=2.[H-]. Product: [CH3:1][O:2][CH2:3][N:4]1[C:9]2[CH:10]=[C:11]([CH2:14][CH:15]=[CH:16][CH2:17][OH:18])[CH:12]=[CH:13][C:8]=2[S:7][C:6]2[N:22]=[CH:23][CH:24]=[N:25][C:5]1=2. The catalyst class is: 426.